Dataset: Full USPTO retrosynthesis dataset with 1.9M reactions from patents (1976-2016). Task: Predict the reactants needed to synthesize the given product. (1) Given the product [CH3:35][N:34]([CH3:36])[C:32](=[O:33])[CH2:31][N:28]1[CH2:29][CH2:30][CH:25]([C:22]2[CH:23]=[CH:24][C:19]([NH:18][C:16]3[N:17]=[C:10]4[C:9]([C:8]5[C:3](=[O:2])[NH:4][CH:5]=[CH:6][CH:7]=5)=[CH:14][CH:13]=[CH:12][N:11]4[N:15]=3)=[CH:20][CH:21]=2)[CH2:26][CH2:27]1, predict the reactants needed to synthesize it. The reactants are: C[O:2][C:3]1[C:8]([C:9]2[C:10]3[N:11]([N:15]=[C:16]([NH:18][C:19]4[CH:24]=[CH:23][C:22]([CH:25]5[CH2:30][CH2:29][N:28]([CH2:31][C:32]([N:34]([CH3:36])[CH3:35])=[O:33])[CH2:27][CH2:26]5)=[CH:21][CH:20]=4)[N:17]=3)[CH:12]=[CH:13][CH:14]=2)=[CH:7][CH:6]=[CH:5][N:4]=1.[I-].[Na+]. (2) Given the product [CH3:1][O:2][C:3]([C@@H:5]1[CH2:10][C@H:9]2[C:11]([CH3:12])([CH3:13])[C@:6]1([CH3:15])[C:7](=[O:17])[C:8]2=[O:14])=[O:4], predict the reactants needed to synthesize it. The reactants are: [CH3:1][O:2][C:3]([C@@H:5]1[CH2:10][C@H:9]2[C:11]([CH3:13])([CH3:12])[C@:6]1([CH3:15])[CH2:7][C:8]2=[O:14])=[O:4].[Se](=O)=[O:17]. (3) Given the product [OH:14][CH2:13][C:10]1[CH:11]=[CH:12][C:6]2[S:5][CH2:4][CH2:3][C:2](=[O:1])[NH:8][C:7]=2[CH:9]=1, predict the reactants needed to synthesize it. The reactants are: [O:1]=[C:2]1[NH:8][C:7]2[CH:9]=[C:10]([C:13](OC)=[O:14])[CH:11]=[CH:12][C:6]=2[S:5][CH2:4][CH2:3]1.[BH4-].[Li+]. (4) Given the product [OH:38][C:34]1([C:33]#[C:32][C:23]2[CH:24]=[CH:25][C:26]3[C:31](=[CH:30][CH:29]=[CH:28][CH:27]=3)[C:22]=2[CH2:21][N:18]2[C:19](=[O:20])[C@@H:13]([NH:12][C:11](=[O:43])[C@@H:9]([NH:7][CH3:6])[CH3:10])[CH2:14][CH2:15][C:16]3[CH:42]=[CH:41][CH:40]=[CH:39][C:17]2=3)[CH2:37][O:36][CH2:35]1, predict the reactants needed to synthesize it. The reactants are: C(O[C:6](=O)[N:7]([C@H:9]([C:11](=[O:43])[NH:12][C@@H:13]1[C:19](=[O:20])[N:18]([CH2:21][C:22]2[C:31]3[C:26](=[CH:27][CH:28]=[CH:29][CH:30]=3)[CH:25]=[CH:24][C:23]=2[C:32]#[C:33][C:34]2([OH:38])[CH2:37][O:36][CH2:35]2)[C:17]2[CH:39]=[CH:40][CH:41]=[CH:42][C:16]=2[CH2:15][CH2:14]1)[CH3:10])C)(C)(C)C.C(O)(C(F)(F)F)=O. (5) The reactants are: [OH:1][C:2]1[CH2:7][C:6]([CH:15]([CH3:17])[CH3:16])([CH2:8][CH2:9][C:10]2[S:11][CH:12]=[CH:13][N:14]=2)[O:5][C:4](=[O:18])[CH:3]=1.[C:19]([C:23]1[CH:28]=[C:27]([CH2:29][OH:30])[C:26]([CH3:31])=[CH:25][C:24]=1[S:32]S(C1C=CC(C)=CC=1)(=O)=O)([CH3:22])([CH3:21])[CH3:20].C(=O)([O-])[O-].[K+].[K+]. Given the product [C:19]([C:23]1[CH:28]=[C:27]([CH2:29][OH:30])[C:26]([CH3:31])=[CH:25][C:24]=1[S:32][C:3]1[C:4](=[O:18])[O:5][C:6]([CH:15]([CH3:16])[CH3:17])([CH2:8][CH2:9][C:10]2[S:11][CH:12]=[CH:13][N:14]=2)[CH2:7][C:2]=1[OH:1])([CH3:22])([CH3:21])[CH3:20], predict the reactants needed to synthesize it. (6) Given the product [Br:1][C:2]1[CH:7]=[CH:6][N:5]=[C:4]2[N:8]([S:12]([C:15]3[CH:21]=[CH:20][C:18]([CH3:19])=[CH:17][CH:16]=3)(=[O:14])=[O:13])[C:9]([C:30]3[CH:31]=[N:32][NH:33][CH:34]=3)=[CH:10][C:3]=12, predict the reactants needed to synthesize it. The reactants are: [Br:1][C:2]1[CH:7]=[CH:6][N:5]=[C:4]2[N:8]([S:12]([C:15]3[CH:21]=[CH:20][C:18]([CH3:19])=[CH:17][CH:16]=3)(=[O:14])=[O:13])[C:9](I)=[CH:10][C:3]=12.CC1(C)C(C)(C)OB([C:30]2[CH:31]=[N:32][N:33](C(OC(C)(C)C)=O)[CH:34]=2)O1.P([O-])([O-])([O-])=O.[K+].[K+].[K+].COCCOC.